Task: Predict the reactants needed to synthesize the given product.. Dataset: Full USPTO retrosynthesis dataset with 1.9M reactions from patents (1976-2016) (1) Given the product [C:1]([O:5][C:6](=[O:18])[NH:7][C:8]1[CH:13]=[CH:12][C:11]([C:20]2[O:19][CH:23]=[CH:22][CH:21]=2)=[CH:10][C:9]=1[N+:15]([O-:17])=[O:16])([CH3:4])([CH3:3])[CH3:2], predict the reactants needed to synthesize it. The reactants are: [C:1]([O:5][C:6](=[O:18])[NH:7][C:8]1[CH:13]=[CH:12][C:11](I)=[CH:10][C:9]=1[N+:15]([O-:17])=[O:16])([CH3:4])([CH3:3])[CH3:2].[O:19]1[CH:23]=[CH:22][CH:21]=[C:20]1B(O)O. (2) Given the product [NH2:1][C:2]1[CH:7]=[CH:6][C:5]([O:8][C:16]2[CH:17]=[CH:18][C:19]3[N:20]([CH:22]=[C:23]([NH:25][C:26]([CH:28]4[CH2:29][CH2:30]4)=[O:27])[N:24]=3)[N:21]=2)=[CH:4][CH:3]=1, predict the reactants needed to synthesize it. The reactants are: [NH2:1][C:2]1[CH:7]=[CH:6][C:5]([OH:8])=[CH:4][CH:3]=1.CC(C)([O-])C.[K+].I[C:16]1[CH:17]=[CH:18][C:19]2[N:20]([CH:22]=[C:23]([NH:25][C:26]([CH:28]3[CH2:30][CH2:29]3)=[O:27])[N:24]=2)[N:21]=1.C(=O)([O-])[O-].[K+].[K+]. (3) Given the product [F:20][C:17]1[CH:18]=[CH:19][C:14]([C:12]2[N:1]=[C:2]([CH2:3][C:4]([O:6][CH2:7][CH3:8])=[O:5])[S:9][CH:11]=2)=[CH:15][CH:16]=1, predict the reactants needed to synthesize it. The reactants are: [NH2:1][C:2](=[S:9])[CH2:3][C:4]([O:6][CH2:7][CH3:8])=[O:5].Br[CH2:11][C:12]([C:14]1[CH:19]=[CH:18][C:17]([F:20])=[CH:16][CH:15]=1)=O. (4) Given the product [NH2:1][C@H:2]([C:5]([OH:7])=[O:6])[CH2:3][NH2:4].[OH:27][C:21]([C:23]([F:26])([F:25])[F:24])=[O:22].[CH3:15][N:16]([CH3:20])[CH2:17][CH2:18][NH2:19], predict the reactants needed to synthesize it. The reactants are: [NH:1](C(OC(C)(C)C)=O)[C@H:2]([C:5]([OH:7])=[O:6])[CH2:3][NH2:4].[CH3:15][N:16]([CH3:20])[CH2:17][CH2:18][NH2:19].[C:21]([OH:27])([C:23]([F:26])([F:25])[F:24])=[O:22]. (5) Given the product [CH3:34][S:31]([NH:30][C:26]1[CH:25]=[C:24]([NH:23][C:2]2[O:3][C:4]([C:7]3[N:8]([C:16]([O:18][C:19]([CH3:22])([CH3:21])[CH3:20])=[O:17])[C:9]4[C:14]([CH:15]=3)=[CH:13][CH:12]=[CH:11][CH:10]=4)=[CH:5][N:6]=2)[CH:29]=[CH:28][CH:27]=1)(=[O:33])=[O:32], predict the reactants needed to synthesize it. The reactants are: Cl[C:2]1[O:3][C:4]([C:7]2[N:8]([C:16]([O:18][C:19]([CH3:22])([CH3:21])[CH3:20])=[O:17])[C:9]3[C:14]([CH:15]=2)=[CH:13][CH:12]=[CH:11][CH:10]=3)=[CH:5][N:6]=1.[NH2:23][C:24]1[CH:25]=[C:26]([NH:30][S:31]([CH3:34])(=[O:33])=[O:32])[CH:27]=[CH:28][CH:29]=1. (6) Given the product [Br:1][C:2]1[N:7]=[C:6]2[NH:8][CH:9]=[CH:10][C:5]2=[C:4]([Cl:19])[CH:3]=1, predict the reactants needed to synthesize it. The reactants are: [Br:1][C:2]1[N:7]=[C:6]2[N:8](C(C3C=CC=CC=3)=O)[CH:9]=[CH:10][C:5]2=[C:4]([Cl:19])[CH:3]=1.[OH-].[Na+]. (7) Given the product [OH:13][CH:2]([CH3:11])[C:3]([C:5]1[N:10]=[CH:9][CH:8]=[CH:7][N:6]=1)=[O:4], predict the reactants needed to synthesize it. The reactants are: Br[CH:2]([CH3:11])[C:3]([C:5]1[N:10]=[CH:9][CH:8]=[CH:7][N:6]=1)=[O:4].C([O-])=[O:13].[Na+].